Predict the reaction yield, written as a fraction of the theoretical maximum amount of product (1.0 means a 100% yield; for example, 0.34 means a 34% yield). From a dataset of Reaction yield outcomes from USPTO patents with 853,638 reactions. (1) The reactants are [CH3:1][C:2]1[N:3]=[C:4]([NH:7][C:8]2[CH:13]=[C:12]([O:14][C:15]3[CH:16]=[C:17]([CH:21]=[CH:22][CH:23]=3)[C:18]([OH:20])=O)[CH:11]=[CH:10][N:9]=2)[S:5][CH:6]=1.C(N(CC)CC)C.C([Cl:36])(=O)OCC.[CH2:37]([N:39]1[CH2:44][CH2:43][NH:42][CH2:41][CH2:40]1)[CH3:38].[OH-].[Na+]. The catalyst is C1COCC1. The product is [ClH:36].[ClH:36].[CH2:37]([N:39]1[CH2:44][CH2:43][N:42]([C:18]([C:17]2[CH:21]=[CH:22][CH:23]=[C:15]([O:14][C:12]3[CH:11]=[CH:10][N:9]=[C:8]([NH:7][C:4]4[S:5][CH:6]=[C:2]([CH3:1])[N:3]=4)[CH:13]=3)[CH:16]=2)=[O:20])[CH2:41][CH2:40]1)[CH3:38]. The yield is 0.560. (2) The reactants are [C:1]([O:5][C:6]([NH:8][C@H:9]1[CH2:14][CH2:13][CH2:12][CH2:11][C@H:10]1[NH:15][C:16]1[N:21]=[C:20](Cl)[C:19]2[C:23](=[O:33])[N:24]([C:26]([O:28][C:29]([CH3:32])([CH3:31])[CH3:30])=[O:27])[CH2:25][C:18]=2[C:17]=1[F:34])=[O:7])([CH3:4])([CH3:3])[CH3:2].C([Sn](CCCC)(CCCC)[C:40]1[S:48][C:43]2=[CH:44][N:45]=[CH:46][CH:47]=[C:42]2[CH:41]=1)CCC. The catalyst is C1(C)C=CC=CC=1.CCOC(C)=O.C([O-])(O)=O.[Na+].C1C=CC([P]([Pd]([P](C2C=CC=CC=2)(C2C=CC=CC=2)C2C=CC=CC=2)([P](C2C=CC=CC=2)(C2C=CC=CC=2)C2C=CC=CC=2)[P](C2C=CC=CC=2)(C2C=CC=CC=2)C2C=CC=CC=2)(C2C=CC=CC=2)C2C=CC=CC=2)=CC=1. The product is [C:1]([O:5][C:6]([NH:8][C@H:9]1[CH2:14][CH2:13][CH2:12][CH2:11][C@H:10]1[NH:15][C:16]1[N:21]=[C:20]([C:40]2[S:48][C:43]3=[CH:44][N:45]=[CH:46][CH:47]=[C:42]3[CH:41]=2)[C:19]2[C:23](=[O:33])[N:24]([C:26]([O:28][C:29]([CH3:32])([CH3:31])[CH3:30])=[O:27])[CH2:25][C:18]=2[C:17]=1[F:34])=[O:7])([CH3:4])([CH3:3])[CH3:2]. The yield is 0.560. (3) The reactants are [C:1]([C:5]1[CH:12]=[CH:11][C:10]([N+:13]([O-:15])=[O:14])=[CH:9][C:6]=1[C:7]#[N:8])([CH3:4])([CH3:3])[CH3:2].B.C1COCC1.CO.Cl. The catalyst is C1COCC1.O. The product is [C:1]([C:5]1[CH:12]=[CH:11][C:10]([N+:13]([O-:15])=[O:14])=[CH:9][C:6]=1[CH2:7][NH2:8])([CH3:4])([CH3:2])[CH3:3]. The yield is 0.430. (4) The product is [F:3][C:4]([F:27])([CH:7]([F:26])[C:8]([F:25])([F:24])[O:9][C:10]([F:22])([F:23])[C:11]([F:20])([F:21])[C:12]([F:18])([F:19])[O:13][C:14]([F:15])([F:16])[F:17])[C:5]([OH:32])=[O:6]. The yield is 0.810. The catalyst is CC1(C)N([O])C(C)(C)CCC1.O.CC#N. The reactants are [K+].[Br-].[F:3][C:4]([F:27])([CH:7]([F:26])[C:8]([F:25])([F:24])[O:9][C:10]([F:23])([F:22])[C:11]([F:21])([F:20])[C:12]([F:19])([F:18])[O:13][C:14]([F:17])([F:16])[F:15])[CH2:5][OH:6].[O-]Cl.[Na+].S(=O)(=O)(O)[OH:32]. (5) The reactants are [CH2:1]([C@H:8]1[CH2:12][O:11][C:10](=[O:13])[N:9]1[C:14](=[O:29])[CH2:15][CH2:16][C:17]1[CH:22]=[CH:21][C:20]([C:23]2[CH:28]=[CH:27][CH:26]=[CH:25][CH:24]=2)=[CH:19][CH:18]=1)[C:2]1[CH:7]=[CH:6][CH:5]=[CH:4][CH:3]=1.Br[CH2:31][C:32]([O:34][C:35]([CH3:38])([CH3:37])[CH3:36])=[O:33]. The catalyst is C1COCC1. The product is [CH2:1]([C@H:8]1[CH2:12][O:11][C:10](=[O:13])[N:9]1[C:14](=[O:29])[C@H:15]([CH2:16][C:17]1[CH:18]=[CH:19][C:20]([C:23]2[CH:28]=[CH:27][CH:26]=[CH:25][CH:24]=2)=[CH:21][CH:22]=1)[CH2:31][C:32]([O:34][C:35]([CH3:38])([CH3:37])[CH3:36])=[O:33])[C:2]1[CH:3]=[CH:4][CH:5]=[CH:6][CH:7]=1. The yield is 0.370. (6) The reactants are [F:1][C:2]1[CH:7]=[CH:6][CH:5]=[CH:4][C:3]=1[CH2:8][C:9]([OH:11])=[O:10].[C:12]1([C@@H:18](O)[CH3:19])[CH:17]=[CH:16][CH:15]=[CH:14][CH:13]=1.CCN=C=NCCCN(C)C. The catalyst is CN(C1C=CN=CC=1)C.C(Cl)Cl. The product is [F:1][C:2]1[CH:7]=[CH:6][CH:5]=[CH:4][C:3]=1[CH2:8][C:9]([O:11][C@H:18]([C:12]1[CH:17]=[CH:16][CH:15]=[CH:14][CH:13]=1)[CH3:19])=[O:10]. The yield is 0.920. (7) The reactants are [NH:1]1[CH:5]=[CH:4][N:3]=[C:2]1[C:6]1[CH:7]=[CH:8][C:9]([CH3:30])=[C:10]([NH:12][C:13](=[O:29])[C:14]2[CH:19]=[CH:18][C:17]([O:20][CH2:21][C:22]3[CH:27]=[C:26](Cl)[CH:25]=[CH:24][N:23]=3)=[CH:16][CH:15]=2)[CH:11]=1.[CH3:31][O-:32].[Na+]. The catalyst is CO. The product is [NH:1]1[CH:5]=[CH:4][N:3]=[C:2]1[C:6]1[CH:7]=[CH:8][C:9]([CH3:30])=[C:10]([NH:12][C:13](=[O:29])[C:14]2[CH:19]=[CH:18][C:17]([O:20][CH2:21][C:22]3[CH:27]=[C:26]([O:32][CH3:31])[CH:25]=[CH:24][N:23]=3)=[CH:16][CH:15]=2)[CH:11]=1. The yield is 0.492.